This data is from Forward reaction prediction with 1.9M reactions from USPTO patents (1976-2016). The task is: Predict the product of the given reaction. (1) Given the reactants Cl[C:2]1[CH:7]=[CH:6][C:5]([S:8]([NH:11][CH3:12])(=[O:10])=[O:9])=[CH:4][C:3]=1[C:13]([N:15]1[CH2:20][CH2:19][N:18]([C:21]2[CH:26]=[CH:25][C:24]([C:27]([F:30])([F:29])[F:28])=[CH:23][CH:22]=2)[CH2:17][CH2:16]1)=[O:14].[C:31]1(B(O)O)[CH:36]=[CH:35][CH:34]=[CH:33][CH:32]=1.[F-].[K+], predict the reaction product. The product is: [CH3:12][NH:11][S:8]([C:5]1[CH:6]=[CH:7][C:2]([C:31]2[CH:36]=[CH:35][CH:34]=[CH:33][CH:32]=2)=[C:3]([C:13]([N:15]2[CH2:20][CH2:19][N:18]([C:21]3[CH:22]=[CH:23][C:24]([C:27]([F:28])([F:30])[F:29])=[CH:25][CH:26]=3)[CH2:17][CH2:16]2)=[O:14])[CH:4]=1)(=[O:9])=[O:10]. (2) Given the reactants [Cl:1][C:2]1[CH:7]=[C:6]([Cl:8])[C:5]([I:9])=[CH:4][C:3]=1[OH:10].Br.Br[CH2:13][CH2:14][N:15]1[CH2:19][CH2:18][CH2:17][CH2:16]1, predict the reaction product. The product is: [Cl:1][C:2]1[CH:7]=[C:6]([Cl:8])[C:5]([I:9])=[CH:4][C:3]=1[O:10][CH2:13][CH2:14][N:15]1[CH2:19][CH2:18][CH2:17][CH2:16]1. (3) Given the reactants C[O:2][C:3](=[O:16])[CH2:4][C:5]1([C:10]2[CH:15]=[CH:14][N:13]=[CH:12][CH:11]=2)[NH:9][CH:8]=[CH:7][S:6]1.O, predict the reaction product. The product is: [N:13]1[CH:12]=[CH:11][C:10]([C:5]2([CH2:4][C:3]([OH:16])=[O:2])[NH:9][CH:8]=[CH:7][S:6]2)=[CH:15][CH:14]=1. (4) Given the reactants [Si]([O:8][CH2:9][C:10]1[C:11]([C:16]2[CH:20]=[CH:19][N:18]([CH2:21][CH2:22][C:23]([O:25][CH3:26])=[O:24])[N:17]=2)=[N:12][CH:13]=[CH:14][CH:15]=1)(C(C)(C)C)(C)C.Cl, predict the reaction product. The product is: [OH:8][CH2:9][C:10]1[C:11]([C:16]2[CH:20]=[CH:19][N:18]([CH2:21][CH2:22][C:23]([O:25][CH3:26])=[O:24])[N:17]=2)=[N:12][CH:13]=[CH:14][CH:15]=1. (5) Given the reactants [NH2:1][C:2]1[CH:9]=[CH:8][C:5]([C:6]#[N:7])=[C:4]([CH3:10])[CH:3]=1.[OH-:11].[Na+], predict the reaction product. The product is: [NH2:1][C:2]1[CH:9]=[CH:8][C:5]([C:6]([NH2:7])=[O:11])=[C:4]([CH3:10])[CH:3]=1. (6) Given the reactants [CH:1]1[C:9]2[C:8]3[CH:10]=[CH:11][CH:12]=[CH:13][C:7]=3[O:6][C:5]=2[C:4]([CH:14]=[O:15])=[CH:3][CH:2]=1.[BH4-].[Na+].O, predict the reaction product. The product is: [CH:1]1[C:9]2[C:8]3[CH:10]=[CH:11][CH:12]=[CH:13][C:7]=3[O:6][C:5]=2[C:4]([CH2:14][OH:15])=[CH:3][CH:2]=1. (7) Given the reactants [NH2:1][CH2:2][C:3]1[CH:4]=[C:5]([NH:9][CH:10]([C:28]2[CH:33]=[CH:32][CH:31]=[CH:30][CH:29]=2)[C:11]([NH:13][C:14]2[CH:19]=[CH:18][C:17]([N:20]3[CH2:24][CH2:23][CH2:22][S:21]3(=[O:26])=[O:25])=[C:16]([CH3:27])[CH:15]=2)=[O:12])[CH:6]=[CH:7][CH:8]=1.[ClH:34], predict the reaction product. The product is: [ClH:34].[NH2:1][CH2:2][C:3]1[CH:4]=[C:5]([NH:9][CH:10]([C:28]2[CH:29]=[CH:30][CH:31]=[CH:32][CH:33]=2)[C:11]([NH:13][C:14]2[CH:19]=[CH:18][C:17]([N:20]3[CH2:24][CH2:23][CH2:22][S:21]3(=[O:26])=[O:25])=[C:16]([CH3:27])[CH:15]=2)=[O:12])[CH:6]=[CH:7][CH:8]=1. (8) Given the reactants [CH3:1][C:2]1[CH:7]=[CH:6][CH:5]=[C:4]([N+:8]([O-])=O)[C:3]=1[CH2:11][C:12]([OH:14])=O, predict the reaction product. The product is: [CH3:1][C:2]1[CH:7]=[CH:6][CH:5]=[C:4]2[C:3]=1[CH2:11][C:12](=[O:14])[NH:8]2. (9) Given the reactants [F:1][C:2]1[CH:7]=[C:6]([S:8]([CH3:11])(=[O:10])=[O:9])[CH:5]=[CH:4][C:3]=1[O:12]C, predict the reaction product. The product is: [F:1][C:2]1[CH:7]=[C:6]([S:8]([CH3:11])(=[O:9])=[O:10])[CH:5]=[CH:4][C:3]=1[OH:12]. (10) Given the reactants [NH2:1][NH:2][C:3](=[NH:14])[C:4]1[C:9]([C:10]([F:13])([F:12])[F:11])=[CH:8][CH:7]=[N:6][CH:5]=1.[CH3:15][C:16]1[CH:17]=[CH:18][C:19]([OH:24])=[C:20]([CH:23]=1)[CH:21]=O, predict the reaction product. The product is: [CH3:15][C:16]1[CH:17]=[CH:18][C:19]([OH:24])=[C:20]([C:21]2[NH:1][N:2]=[C:3]([C:4]3[CH:5]=[N:6][CH:7]=[CH:8][C:9]=3[C:10]([F:11])([F:12])[F:13])[N:14]=2)[CH:23]=1.